The task is: Predict the product of the given reaction.. This data is from Forward reaction prediction with 1.9M reactions from USPTO patents (1976-2016). Given the reactants CC1OC(C2C=CC=CC=2)=NC=1CCO[C:16]1[CH:17]=[CH:18][C:19]([CH2:22][C@H:23](NC2C=CC=CC=2C(C2C=CC=CC=2)=O)[C:24]([OH:26])=[O:25])=CC=1.CN1[C:52](=O)[C:51]2[CH:50]=CC=C[C:46]=2N=C1COC1C=[CH:46][C:51]([CH2:52]C2SC(=O)NC2=O)=[CH:50]C=1.[CH3:70][CH2:71]CN[C@H](C(O)=O)CC1C=CC(OCCC2N=C(C3C=CC=CC=3)OC=2C)=CC=1.[CH2:100]1[C:102]([C:109](NC2C=CC(CC3SC(=O)NC3=O)=CC=2)=O)([C:103]2[CH:108]=[CH:107][CH:106]=[CH:105][CH:104]=2)[CH2:101]1.[CH3:126]N1C(COC2C=CC(CC3SC(=O)NC3=O)=CC=2)=NC2C=CC(OC)=CC1=2, predict the reaction product. The product is: [CH3:126][C:106]1[CH:107]=[C:108]2[C:51]([CH3:52])([CH3:50])[CH2:46][CH2:100][C:102]([CH3:109])([CH3:101])[C:103]2=[CH:104][C:105]=1[C:17]([C:18]1[CH:70]=[CH:71][C:23]([C:24]([OH:26])=[O:25])=[CH:22][CH:19]=1)=[CH2:16].